From a dataset of CYP2D6 substrate classification data from Carbon-Mangels et al.. Regression/Classification. Given a drug SMILES string, predict its absorption, distribution, metabolism, or excretion properties. Task type varies by dataset: regression for continuous measurements (e.g., permeability, clearance, half-life) or binary classification for categorical outcomes (e.g., BBB penetration, CYP inhibition). Dataset: cyp2d6_substrate_carbonmangels. (1) The molecule is NC(N)=Nc1nc(CSCC/N=C/NS(=O)(=O)c2ccc(Br)cc2)cs1. The result is 0 (non-substrate). (2) The molecule is OCCN1CCN(CC/C=C2/c3ccccc3Sc3ccc(Cl)cc32)CC1. The result is 1 (substrate). (3) The result is 0 (non-substrate). The compound is COc1cc(NCc2ccc3nc(N)nc(N)c3c2C)cc(OC)c1OC.